Dataset: Full USPTO retrosynthesis dataset with 1.9M reactions from patents (1976-2016). Task: Predict the reactants needed to synthesize the given product. (1) Given the product [CH2:1]([O:8][C:9](=[O:41])[N:10]([CH:12]([C:14](=[O:40])[NH:15][CH:16]([C:21]([N:23]1[CH2:27][CH2:26][CH:25]2[N:28]([C:50](=[O:51])[NH:49][CH2:42][C:43]3[CH:48]=[CH:47][CH:46]=[CH:45][CH:44]=3)[CH2:29][CH:30]([O:31][CH2:32][C:33]3[CH:38]=[CH:37][C:36]([F:39])=[CH:35][CH:34]=3)[CH:24]12)=[O:22])[C:17]([CH3:19])([CH3:18])[CH3:20])[CH3:13])[CH3:11])[C:2]1[CH:3]=[CH:4][CH:5]=[CH:6][CH:7]=1, predict the reactants needed to synthesize it. The reactants are: [CH2:1]([O:8][C:9](=[O:41])[N:10]([CH:12]([C:14](=[O:40])[NH:15][CH:16]([C:21]([N:23]1[CH2:27][CH2:26][CH:25]2[NH:28][CH2:29][CH:30]([O:31][CH2:32][C:33]3[CH:38]=[CH:37][C:36]([F:39])=[CH:35][CH:34]=3)[CH:24]12)=[O:22])[C:17]([CH3:20])([CH3:19])[CH3:18])[CH3:13])[CH3:11])[C:2]1[CH:7]=[CH:6][CH:5]=[CH:4][CH:3]=1.[CH2:42]([N:49]=[C:50]=[O:51])[C:43]1[CH:48]=[CH:47][CH:46]=[CH:45][CH:44]=1.CO.[NH4+].[OH-]. (2) Given the product [CH2:1]([O:3][C:4]([C:6]1([C:9]2[CH:14]=[CH:13][C:12]([C:15]3[CH:20]=[CH:19][C:18]([C:21]4[O:25][N:24]=[C:23]([CH3:26])[C:22]=4[NH:27][C:28]4[CH:33]=[CH:32][CH:31]=[C:30]([C:41]5[CH:40]=[CH:39][CH:38]=[C:37]([C:35]#[N:36])[CH:42]=5)[N:29]=4)=[CH:17][CH:16]=3)=[CH:11][CH:10]=2)[CH2:8][CH2:7]1)=[O:5])[CH3:2], predict the reactants needed to synthesize it. The reactants are: [CH2:1]([O:3][C:4]([C:6]1([C:9]2[CH:14]=[CH:13][C:12]([C:15]3[CH:20]=[CH:19][C:18]([C:21]4[O:25][N:24]=[C:23]([CH3:26])[C:22]=4[NH:27][C:28]4[CH:33]=[CH:32][CH:31]=[C:30](Br)[N:29]=4)=[CH:17][CH:16]=3)=[CH:11][CH:10]=2)[CH2:8][CH2:7]1)=[O:5])[CH3:2].[C:35]([C:37]1[CH:38]=[C:39](B(O)O)[CH:40]=[CH:41][CH:42]=1)#[N:36].